This data is from Reaction yield outcomes from USPTO patents with 853,638 reactions. The task is: Predict the reaction yield, written as a fraction of the theoretical maximum amount of product (1.0 means a 100% yield; for example, 0.34 means a 34% yield). The reactants are Br[C:2]1[CH:7]=[C:6]([Br:8])[CH:5]=[CH:4][C:3]=1[N+:9]([O-:11])=[O:10].[NH2:12][C:13]1[CH:20]=[CH:19][C:16]([C:17]#[N:18])=[CH:15][CH:14]=1.CC([O-])(C)C.[K+].Cl. The catalyst is CN(C=O)C. The product is [Br:8][C:6]1[CH:5]=[CH:4][C:3]([N+:9]([O-:11])=[O:10])=[C:2]([NH:12][C:13]2[CH:20]=[CH:19][C:16]([C:17]#[N:18])=[CH:15][CH:14]=2)[CH:7]=1. The yield is 0.770.